From a dataset of NCI-60 drug combinations with 297,098 pairs across 59 cell lines. Regression. Given two drug SMILES strings and cell line genomic features, predict the synergy score measuring deviation from expected non-interaction effect. (1) Drug 1: C1CC(=O)NC(=O)C1N2CC3=C(C2=O)C=CC=C3N. Drug 2: C(CCl)NC(=O)N(CCCl)N=O. Cell line: M14. Synergy scores: CSS=1.46, Synergy_ZIP=-0.806, Synergy_Bliss=-0.0489, Synergy_Loewe=0.646, Synergy_HSA=-0.113. (2) Drug 1: C(CC(=O)O)C(=O)CN.Cl. Drug 2: C1CN(P(=O)(OC1)NCCCl)CCCl. Cell line: CCRF-CEM. Synergy scores: CSS=37.3, Synergy_ZIP=-2.03, Synergy_Bliss=-1.15, Synergy_Loewe=-11.5, Synergy_HSA=-0.309. (3) Drug 1: CCCS(=O)(=O)NC1=C(C(=C(C=C1)F)C(=O)C2=CNC3=C2C=C(C=N3)C4=CC=C(C=C4)Cl)F. Cell line: NCI-H322M. Drug 2: C1C(C(OC1N2C=NC(=NC2=O)N)CO)O. Synergy scores: CSS=11.6, Synergy_ZIP=8.12, Synergy_Bliss=4.37, Synergy_Loewe=-6.11, Synergy_HSA=-1.21. (4) Drug 1: CNC(=O)C1=CC=CC=C1SC2=CC3=C(C=C2)C(=NN3)C=CC4=CC=CC=N4. Drug 2: C1=NC2=C(N1)C(=S)N=C(N2)N. Cell line: IGROV1. Synergy scores: CSS=9.69, Synergy_ZIP=-4.12, Synergy_Bliss=-5.55, Synergy_Loewe=-8.67, Synergy_HSA=-5.68. (5) Drug 1: CCC1(CC2CC(C3=C(CCN(C2)C1)C4=CC=CC=C4N3)(C5=C(C=C6C(=C5)C78CCN9C7C(C=CC9)(C(C(C8N6C)(C(=O)OC)O)OC(=O)C)CC)OC)C(=O)OC)O.OS(=O)(=O)O. Drug 2: C1=CN(C=N1)CC(O)(P(=O)(O)O)P(=O)(O)O. Cell line: SF-268. Synergy scores: CSS=-1.19, Synergy_ZIP=1.30, Synergy_Bliss=-0.333, Synergy_Loewe=1.50, Synergy_HSA=-2.99. (6) Drug 1: CN(C)C1=NC(=NC(=N1)N(C)C)N(C)C. Drug 2: C1C(C(OC1N2C=NC3=C(N=C(N=C32)Cl)N)CO)O. Cell line: CAKI-1. Synergy scores: CSS=1.73, Synergy_ZIP=-4.24, Synergy_Bliss=-5.11, Synergy_Loewe=-22.3, Synergy_HSA=-5.03. (7) Drug 1: C1=CC(=C2C(=C1NCCNCCO)C(=O)C3=C(C=CC(=C3C2=O)O)O)NCCNCCO. Drug 2: CC1CCC2CC(C(=CC=CC=CC(CC(C(=O)C(C(C(=CC(C(=O)CC(OC(=O)C3CCCCN3C(=O)C(=O)C1(O2)O)C(C)CC4CCC(C(C4)OC)O)C)C)O)OC)C)C)C)OC. Cell line: K-562. Synergy scores: CSS=50.9, Synergy_ZIP=-8.81, Synergy_Bliss=-5.14, Synergy_Loewe=0.300, Synergy_HSA=2.06. (8) Drug 1: C1CN1C2=NC(=NC(=N2)N3CC3)N4CC4. Drug 2: CC(C)NC(=O)C1=CC=C(C=C1)CNNC.Cl. Cell line: KM12. Synergy scores: CSS=7.71, Synergy_ZIP=-9.94, Synergy_Bliss=-7.05, Synergy_Loewe=-26.3, Synergy_HSA=-8.72. (9) Drug 1: CC1C(C(CC(O1)OC2CC(CC3=C2C(=C4C(=C3O)C(=O)C5=C(C4=O)C(=CC=C5)OC)O)(C(=O)CO)O)N)O.Cl. Drug 2: C1=C(C(=O)NC(=O)N1)N(CCCl)CCCl. Cell line: HCT116. Synergy scores: CSS=13.0, Synergy_ZIP=-1.21, Synergy_Bliss=1.08, Synergy_Loewe=-6.06, Synergy_HSA=-7.55.